This data is from Forward reaction prediction with 1.9M reactions from USPTO patents (1976-2016). The task is: Predict the product of the given reaction. (1) Given the reactants [Si]([O:8][CH2:9][C:10]1[CH:19]=[CH:18][CH:17]=[C:16]2[C:11]=1[C:12](=[O:41])[N:13]([C:21]1[CH:26]=[C:25]([S:27]([N:30]3[C:39]4[C:34](=[CH:35][CH:36]=[CH:37][CH:38]=4)[CH2:33][CH2:32][CH2:31]3)(=[O:29])=[O:28])[CH:24]=[CH:23][C:22]=1[Cl:40])[C:14](=[O:20])[NH:15]2)(C(C)(C)C)(C)C.[F-].C([N+](CCCC)(CCCC)CCCC)CCC, predict the reaction product. The product is: [Cl:40][C:22]1[CH:23]=[CH:24][C:25]([S:27]([N:30]2[C:39]3[C:34](=[CH:35][CH:36]=[CH:37][CH:38]=3)[CH2:33][CH2:32][CH2:31]2)(=[O:28])=[O:29])=[CH:26][C:21]=1[N:13]1[C:12](=[O:41])[C:11]2[C:16](=[CH:17][CH:18]=[CH:19][C:10]=2[CH2:9][OH:8])[NH:15][C:14]1=[O:20]. (2) Given the reactants P(Cl)(Cl)([Cl:3])=O.[Cl:6][C:7]1[CH:8]=[C:9]([C:13]2[C:22]3[C:17](=[CH:18][CH:19]=[C:20]([C:23]([N:25]([O:27][CH3:28])[CH3:26])=[O:24])[CH:21]=3)[N:16]=[C:15](OC)[N:14]=2)[CH:10]=[CH:11][CH:12]=1, predict the reaction product. The product is: [Cl:3][C:15]1[N:14]=[C:13]([C:9]2[CH:10]=[CH:11][CH:12]=[C:7]([Cl:6])[CH:8]=2)[C:22]2[C:17](=[CH:18][CH:19]=[C:20]([C:23]([N:25]([O:27][CH3:28])[CH3:26])=[O:24])[CH:21]=2)[N:16]=1. (3) Given the reactants [C:1]([OH:10])(=[O:9])[C:2]1[C:3](=[CH:5][CH:6]=[CH:7][CH:8]=1)[OH:4].[CH3:11][CH2:12][C@@H:13]([C@H:15]([NH:176][C:177]([C@@H:179]([NH:187][C:188]([C@@H:190]([NH:195][C:196]([C@@H:198]([NH:206][C:207]([C@@H:209]([NH:213][C:214]([C@@H:216]([NH:218][C:219]([C@@H:221]([NH:227][C:228]([C@@H:230]([NH:236][C:237]([C@@H:239]([NH:245][C:246]([C@@H:248]([NH:253][C:254]([C@@H:256]([NH:262][C:263]([C@@H:265]([NH:271][C:272]([C@@H:274]([NH:277][C:278]([C@@H:280]([NH:285][C:286]([C@@H:288]([NH:293][C:294]([C@@H:296]([NH:299][C:300]([C@@H:302]([NH:306][C:307]([C@@H:309]([NH:317][C:318]([C@@H:320]([NH:324][C:325]([CH2:327][NH:328][C:329]([C@@H:331]([NH:337][C:338]([CH2:340][NH:341][C:342]([C@@H:344]([NH2:351])[CH2:345][C:346]1[NH:350][CH:349]=[N:348][CH:347]=1)=[O:343])=[O:339])[CH2:332][CH2:333][C:334]([OH:336])=[O:335])=[O:330])=[O:326])[C@H:321]([OH:323])[CH3:322])=[O:319])[CH2:310][C:311]1[CH:312]=[CH:313][CH:314]=[CH:315][CH:316]=1)=[O:308])[C@H:303]([OH:305])[CH3:304])=[O:301])[CH2:297][OH:298])=[O:295])[CH2:289][C:290]([OH:292])=[O:291])=[O:287])[CH2:281][CH:282]([CH3:284])[CH3:283])=[O:279])[CH2:275][OH:276])=[O:273])[CH2:266][CH2:267][CH2:268][CH2:269][NH2:270])=[O:264])[CH2:257][CH2:258][C:259]([NH2:261])=[O:260])=[O:255])[CH2:249][CH2:250][S:251][CH3:252])=[O:247])[CH2:240][CH2:241][C:242]([OH:244])=[O:243])=[O:238])[CH2:231][CH2:232][C:233]([OH:235])=[O:234])=[O:229])[CH2:222][CH2:223][C:224]([OH:226])=[O:225])=[O:220])[CH3:217])=[O:215])[CH:210]([CH3:212])[CH3:211])=[O:208])[CH2:199][CH2:200][CH2:201][NH:202][C:203]([NH2:205])=[NH:204])=[O:197])[CH2:191][CH:192]([CH3:194])[CH3:193])=[O:189])[CH2:180][C:181]1[CH:182]=[CH:183][CH:184]=[CH:185][CH:186]=1)=[O:178])[C:16]([NH:18][C@H:19]([C:25]([NH:27][C@H:28]([C:39]([NH:41][C@H:42]([C:47]([NH:49][C@H:50]([C:56]([NH:58][C@H:59]([C:110]([NH:112][CH2:113][C:114]([NH:116][CH2:117][C:118]([N:120]1[C@H:124]([C:125]([NH:127][C@H:128]([C:131]([NH:133][C@H:134]([C:137]([NH:139][CH2:140][C:141]([NH:143][C@H:144]([C:146]([N:148]2[C@H:152]([C:153]([N:155]3[C@H:159]([C:160]([N:162]4[C@H:166]([C:167]([NH:169][C@H:170]([C:173]([NH2:175])=[O:174])[CH2:171][OH:172])=[O:168])[CH2:165][CH2:164][CH2:163]4)=[O:161])[CH2:158][CH2:157][CH2:156]3)=[O:154])[CH2:151][CH2:150][CH2:149]2)=[O:147])[CH3:145])=[O:142])=[O:138])[CH2:135][OH:136])=[O:132])[CH2:129][OH:130])=[O:126])[CH2:123][CH2:122][CH2:121]1)=[O:119])=[O:115])=[O:111])[CH2:60][C:61]([NH:63][C@@H:64]1[O:69][C@H:68]([CH2:70][OH:71])[C@@H:67]([O:72][C@@H:73]2[O:78][C@H:77]([CH2:79][O:80][C@@:81]3([C:99]([OH:101])=[O:100])[O:86][C@@H:85]([CH2:87][C@H:88]([OH:93])[C@H:89]([OH:92])[CH2:90][OH:91])[C@H:84]([NH:94][C:95]([CH3:97])=[O:96])[C@@H:83]([OH:98])[CH2:82]3)[C@H:76]([OH:102])[C@H:75]([OH:103])[C@H:74]2[OH:104])[C@H:66]([OH:105])[C@H:65]1[NH:106][C:107]([CH3:109])=[O:108])=[O:62])=[O:57])[CH2:51][CH2:52][CH2:53][CH2:54][NH2:55])=[O:48])[CH2:43][CH:44]([CH3:46])[CH3:45])=[O:40])[CH2:29][C:30]1[C:34]2[CH:35]=[CH:36][CH:37]=[CH:38][C:33]=2[NH:32][CH:31]=1)=[O:26])[CH2:20][CH2:21][C:22]([OH:24])=[O:23])=[O:17])[CH3:14].C([O-])(=O)C, predict the reaction product. The product is: [CH3:11][CH2:12][C@@H:13]([C@H:15]([NH:176][C:177]([C@@H:179]([NH:187][C:188]([C@@H:190]([NH:195][C:196]([C@@H:198]([NH:206][C:207]([C@@H:209]([NH:213][C:214]([C@@H:216]([NH:218][C:219]([C@@H:221]([NH:227][C:228]([C@@H:230]([NH:236][C:237]([C@@H:239]([NH:245][C:246]([C@@H:248]([NH:253][C:254]([C@@H:256]([NH:262][C:263]([C@@H:265]([NH:271][C:272]([C@@H:274]([NH:277][C:278]([C@@H:280]([NH:285][C:286]([C@@H:288]([NH:293][C:294]([C@@H:296]([NH:299][C:300]([C@@H:302]([NH:306][C:307]([C@@H:309]([NH:317][C:318]([C@@H:320]([NH:324][C:325]([CH2:327][NH:328][C:329]([C@@H:331]([NH:337][C:338]([CH2:340][NH:341][C:342]([C@@H:344]([NH2:351])[CH2:345][C:346]1[NH:350][CH:349]=[N:348][CH:347]=1)=[O:343])=[O:339])[CH2:332][CH2:333][C:334]([OH:336])=[O:335])=[O:330])=[O:326])[C@H:321]([OH:323])[CH3:322])=[O:319])[CH2:310][C:311]1[CH:312]=[CH:313][CH:314]=[CH:315][CH:316]=1)=[O:308])[C@H:303]([OH:305])[CH3:304])=[O:301])[CH2:297][OH:298])=[O:295])[CH2:289][C:290]([OH:292])=[O:291])=[O:287])[CH2:281][CH:282]([CH3:284])[CH3:283])=[O:279])[CH2:275][OH:276])=[O:273])[CH2:266][CH2:267][CH2:268][CH2:269][NH2:270])=[O:264])[CH2:257][CH2:258][C:259]([NH2:261])=[O:260])=[O:255])[CH2:249][CH2:250][S:251][CH3:252])=[O:247])[CH2:240][CH2:241][C:242]([OH:244])=[O:243])=[O:238])[CH2:231][CH2:232][C:233]([OH:235])=[O:234])=[O:229])[CH2:222][CH2:223][C:224]([OH:226])=[O:225])=[O:220])[CH3:217])=[O:215])[CH:210]([CH3:211])[CH3:212])=[O:208])[CH2:199][CH2:200][CH2:201][NH:202][C:203]([NH2:205])=[NH:204])=[O:197])[CH2:191][CH:192]([CH3:194])[CH3:193])=[O:189])[CH2:180][C:181]1[CH:182]=[CH:183][CH:184]=[CH:185][CH:186]=1)=[O:178])[C:16]([NH:18][C@H:19]([C:25]([NH:27][C@H:28]([C:39]([NH:41][C@H:42]([C:47]([NH:49][C@H:50]([C:56]([NH:58][C@H:59]([C:110]([NH:112][CH2:113][C:114]([NH:116][CH2:117][C:118]([N:120]1[C@H:124]([C:125]([NH:127][C@H:128]([C:131]([NH:133][C@H:134]([C:137]([NH:139][CH2:140][C:141]([NH:143][C@H:144]([C:146]([N:148]2[C@H:152]([C:153]([N:155]3[C@H:159]([C:160]([N:162]4[C@H:166]([C:167]([NH:169][C@H:170]([C:173]([NH2:175])=[O:174])[CH2:171][OH:172])=[O:168])[CH2:165][CH2:164][CH2:163]4)=[O:161])[CH2:158][CH2:157][CH2:156]3)=[O:154])[CH2:151][CH2:150][CH2:149]2)=[O:147])[CH3:145])=[O:142])=[O:138])[CH2:135][OH:136])=[O:132])[CH2:129][OH:130])=[O:126])[CH2:123][CH2:122][CH2:121]1)=[O:119])=[O:115])=[O:111])[CH2:60][C:61]([NH:63][C@@H:64]1[O:69][C@H:68]([CH2:70][OH:71])[C@@H:67]([O:72][C@@H:73]2[O:78][C@H:77]([CH2:79][O:80][C@@:81]3([C:99]([OH:101])=[O:100])[O:86][C@@H:85]([CH2:87][C@H:88]([OH:93])[C@H:89]([OH:92])[CH2:90][OH:91])[C@H:84]([NH:94][C:95]([CH3:97])=[O:96])[C@@H:83]([OH:98])[CH2:82]3)[C@H:76]([OH:102])[C@H:75]([OH:103])[C@H:74]2[OH:104])[C@H:66]([OH:105])[C@H:65]1[NH:106][C:107]([CH3:109])=[O:108])=[O:62])=[O:57])[CH2:51][CH2:52][CH2:53][CH2:54][NH2:55])=[O:48])[CH2:43][CH:44]([CH3:45])[CH3:46])=[O:40])[CH2:29][C:30]1[C:34]2[CH:35]=[CH:36][CH:37]=[CH:38][C:33]=2[NH:32][CH:31]=1)=[O:26])[CH2:20][CH2:21][C:22]([OH:24])=[O:23])=[O:17])[CH3:14].[C:1]([O-:10])(=[O:9])[C:2]1[C:3](=[CH:5][CH:6]=[CH:7][CH:8]=1)[OH:4]. (4) Given the reactants [C:1]([N:4]1[CH2:9][CH2:8][N:7]([C:10]2[CH:15]=[CH:14][C:13]([NH:16][C:17](=[O:22])[C:18]([NH:20][NH2:21])=[O:19])=[CH:12][CH:11]=2)[CH2:6][CH2:5]1)(=[O:3])[CH3:2].[CH2:23]([O:25][C:26]1[CH:27]=[C:28]([NH:32][C:33](=S)OC2C(F)=C(F)C(F)=C(F)C=2F)[CH:29]=[CH:30][CH:31]=1)[CH3:24].C1N=CN(C(N2C=NC=C2)=O)C=1, predict the reaction product. The product is: [C:1]([N:4]1[CH2:9][CH2:8][N:7]([C:10]2[CH:11]=[CH:12][C:13]([NH:16][C:17]([C:18]3[O:19][C:33]([NH:32][C:28]4[CH:29]=[CH:30][CH:31]=[C:26]([O:25][CH2:23][CH3:24])[CH:27]=4)=[N:21][N:20]=3)=[O:22])=[CH:14][CH:15]=2)[CH2:6][CH2:5]1)(=[O:3])[CH3:2]. (5) The product is: [C:13]1([C:4]2[O:3][C:2]([CH:1]=[CH:34][C:33]3[CH:36]=[CH:37][C:30]([N:29]4[CH:25]([C:19]5[CH:20]=[CH:21][CH:22]=[CH:23][CH:24]=5)[CH2:26][C:27]([C:38]5[C:51]6[C:52]7=[C:53]8[C:48](=[CH:49][CH:50]=6)[CH:47]=[CH:46][CH:45]=[C:44]8[CH:43]=[CH:42][C:41]7=[CH:40][CH:39]=5)=[N:28]4)=[CH:31][CH:32]=3)=[CH:7][C:6](=[C:8]([C:11]#[N:12])[C:9]#[N:10])[CH:5]=2)[CH:14]=[CH:15][CH:16]=[CH:17][CH:18]=1. Given the reactants [CH3:1][C:2]1[O:3][C:4]([C:13]2[CH:18]=[CH:17][CH:16]=[CH:15][CH:14]=2)=[CH:5][C:6](=[C:8]([C:11]#[N:12])[C:9]#[N:10])[CH:7]=1.[C:19]1([CH:25]2[N:29]([C:30]3[CH:37]=[CH:36][C:33]([CH:34]=O)=[CH:32][CH:31]=3)[N:28]=[C:27]([C:38]3[C:51]4[C:52]5=[C:53]6[C:48](=[CH:49][CH:50]=4)[CH:47]=[CH:46][CH:45]=[C:44]6[CH:43]=[CH:42][C:41]5=[CH:40][CH:39]=3)[CH2:26]2)[CH:24]=[CH:23][CH:22]=[CH:21][CH:20]=1.N1CCCCC1, predict the reaction product.